This data is from Forward reaction prediction with 1.9M reactions from USPTO patents (1976-2016). The task is: Predict the product of the given reaction. Given the reactants Cl[C:2]1[N:7]=[C:6]2[N:8]([CH3:11])[N:9]=[N:10][C:5]2=[C:4]([CH3:12])[CH:3]=1.[NH3:13], predict the reaction product. The product is: [CH3:11][N:8]1[C:6]2=[N:7][C:2]([NH2:13])=[CH:3][C:4]([CH3:12])=[C:5]2[N:10]=[N:9]1.